Dataset: Forward reaction prediction with 1.9M reactions from USPTO patents (1976-2016). Task: Predict the product of the given reaction. Given the reactants [Cl:1][C:2]1[N:7]=[CH:6][C:5]([C:8]2[CH:17]=[CH:16][C:11]3[N:12]=[C:13]([NH2:15])[S:14][C:10]=3[CH:9]=2)=[CH:4][C:3]=1[N:18]([CH3:20])[CH3:19].[O:21]([CH2:28][C:29](Cl)=[O:30])[C:22]1[CH:27]=[CH:26][CH:25]=[CH:24][CH:23]=1, predict the reaction product. The product is: [Cl:1][C:2]1[N:7]=[CH:6][C:5]([C:8]2[CH:17]=[CH:16][C:11]3[N:12]=[C:13]([NH:15][C:29](=[O:30])[CH2:28][O:21][C:22]4[CH:27]=[CH:26][CH:25]=[CH:24][CH:23]=4)[S:14][C:10]=3[CH:9]=2)=[CH:4][C:3]=1[N:18]([CH3:20])[CH3:19].